From a dataset of Forward reaction prediction with 1.9M reactions from USPTO patents (1976-2016). Predict the product of the given reaction. Given the reactants [Cl:1][C:2]1[C:7]([Cl:8])=[CH:6][C:5]([NH:9][C:10]2[C:19]3[C:14](=[CH:15][C:16](OCCOCC)=[C:17]([NH2:20])[CH:18]=3)[N:13]=[CH:12][N:11]=2)=[C:4]([F:27])[CH:3]=1.ClC1C(Cl)=CC(NC2C3C(=[CH:42][C:43]([O:50][CH2:51][CH2:52][O:53][CH2:54][CH2:55][O:56][CH2:57][CH2:58][O:59]CCO)=C([N+]([O-])=O)C=3)N=CN=2)=C(F)C=1, predict the reaction product. The product is: [Cl:1][C:2]1[C:7]([Cl:8])=[CH:6][C:5]([NH:9][C:10]2[C:19]3[C:14](=[CH:15][CH:16]=[C:17]([NH2:20])[CH:18]=3)[N:13]=[C:12]([O:59][CH2:58][CH2:57][O:56][CH2:55][CH2:54][O:53][CH2:52][CH2:51][O:50][CH2:43][CH3:42])[N:11]=2)=[C:4]([F:27])[CH:3]=1.